This data is from Peptide-MHC class I binding affinity with 185,985 pairs from IEDB/IMGT. The task is: Regression. Given a peptide amino acid sequence and an MHC pseudo amino acid sequence, predict their binding affinity value. This is MHC class I binding data. The peptide sequence is LFAGTHITM. The MHC is HLA-A23:01 with pseudo-sequence HLA-A23:01. The binding affinity (normalized) is 0.402.